From a dataset of Full USPTO retrosynthesis dataset with 1.9M reactions from patents (1976-2016). Predict the reactants needed to synthesize the given product. Given the product [Br:12][C:13]1[CH:14]=[C:15]([C:16]2[N:9]=[C:6]3[CH:5]=[CH:4][C:3]([C:2]([F:1])([F:10])[F:11])=[CH:8][N:7]3[C:34]=2[NH:33][C:35]([CH3:38])([CH3:37])[CH3:36])[CH:18]=[CH:19][CH:20]=1, predict the reactants needed to synthesize it. The reactants are: [F:1][C:2]([F:11])([F:10])[C:3]1[CH:4]=[CH:5][C:6]([NH2:9])=[N:7][CH:8]=1.[Br:12][C:13]1[CH:14]=[C:15]([CH:18]=[CH:19][CH:20]=1)[CH:16]=O.O.C1(C)C=CC(S(O)(=O)=O)=CC=1.[N+:33]([C:35]([CH3:38])([CH3:37])[CH3:36])#[C-:34].